From a dataset of Full USPTO retrosynthesis dataset with 1.9M reactions from patents (1976-2016). Predict the reactants needed to synthesize the given product. (1) Given the product [N+:1]([C:4]1[CH:12]=[CH:11][CH:10]=[C:9]([N+:13]([O-:15])=[O:14])[C:5]=1[C:6]([NH:16][C@H:17]([CH3:18])[C:19]([OH:21])=[O:20])=[O:7])([O-:3])=[O:2], predict the reactants needed to synthesize it. The reactants are: [N+:1]([C:4]1[CH:12]=[CH:11][CH:10]=[C:9]([N+:13]([O-:15])=[O:14])[C:5]=1[C:6](Cl)=[O:7])([O-:3])=[O:2].[NH2:16][C@@H:17]([C:19]([OH:21])=[O:20])[CH3:18].C([O-])([O-])=O.[Na+].[Na+].[N+](C1C=CC=C([N+]([O-])=O)C=1C(O)=O)([O-])=O. (2) Given the product [S:2]([C:5]([C:8]([C:11]([C:14]([O:17][CH2:18][C:19]1[CH:24]=[CH:23][CH:22]=[CH:21][CH:20]=1)([F:16])[F:15])([F:13])[F:12])([F:10])[F:9])([F:7])[F:6])([O:25][Li:26])(=[O:4])=[O:3], predict the reactants needed to synthesize it. The reactants are: F[S:2]([C:5]([C:8]([C:11]([C:14]([O:17][CH2:18][C:19]1[CH:24]=[CH:23][CH:22]=[CH:21][CH:20]=1)([F:16])[F:15])([F:13])[F:12])([F:10])[F:9])([F:7])[F:6])(=[O:4])=[O:3].[OH-:25].[Li+:26].[OH-].C(=O)=O. (3) Given the product [Br:1][C:2]1[CH:7]=[N:6][C:5]2[C:8]3[CH:13]=[C:12]([F:14])[C:11]([Cl:15])=[C:10]([F:16])[C:9]=3[NH:17][C:4]=2[CH:3]=1, predict the reactants needed to synthesize it. The reactants are: [Br:1][C:2]1[CH:3]=[C:4]([N+:17]([O-])=O)[C:5]([C:8]2[CH:13]=[C:12]([F:14])[C:11]([Cl:15])=[C:10]([F:16])[CH:9]=2)=[N:6][CH:7]=1.C1(P(C2C=CC=CC=2)CCP(C2C=CC=CC=2)C2C=CC=CC=2)C=CC=CC=1. (4) Given the product [C:35]1([C:7]([C:1]2[CH:2]=[CH:3][CH:4]=[CH:5][CH:6]=2)=[N:8][C:9]2[CH:14]=[CH:13][CH:12]=[C:11]([C:15]3[C:19]([C:20]4[CH:25]=[CH:24][N+:23]([O-:49])=[CH:22][CH:21]=4)=[CH:18][N:17]([CH2:26][C:27]4[CH:28]=[CH:29][C:30]([O:33][CH3:34])=[CH:31][CH:32]=4)[N:16]=3)[CH:10]=2)[CH:36]=[CH:37][CH:38]=[CH:39][CH:40]=1, predict the reactants needed to synthesize it. The reactants are: [C:1]1([C:7]([C:35]2[CH:40]=[CH:39][CH:38]=[CH:37][CH:36]=2)=[N:8][C:9]2[CH:14]=[CH:13][CH:12]=[C:11]([C:15]3[C:19]([C:20]4[CH:25]=[CH:24][N:23]=[CH:22][CH:21]=4)=[CH:18][N:17]([CH2:26][C:27]4[CH:32]=[CH:31][C:30]([O:33][CH3:34])=[CH:29][CH:28]=4)[N:16]=3)[CH:10]=2)[CH:6]=[CH:5][CH:4]=[CH:3][CH:2]=1.ClC1C=CC=C(C(OO)=[O:49])C=1. (5) Given the product [C:1]([C:3]1[CH:4]=[C:5]2[C:10](=[CH:11][C:12]=1[O:13][C:14]1[CH:15]=[CH:16][C:17]([C:20](=[O:34])[NH:21][CH2:22][CH2:23][C:24]3[CH:25]=[CH:26][C:27]([CH2:30][N:31]([CH3:33])[CH3:32])=[CH:28][CH:29]=3)=[CH:18][CH:19]=1)[O:9][CH2:8][CH2:7][CH:6]2[C:35]([OH:37])=[O:36])#[N:2], predict the reactants needed to synthesize it. The reactants are: [C:1]([C:3]1[CH:4]=[C:5]2[C:10](=[CH:11][C:12]=1[O:13][C:14]1[CH:19]=[CH:18][C:17]([C:20](=[O:34])[NH:21][CH2:22][CH2:23][C:24]3[CH:29]=[CH:28][C:27]([CH2:30][N:31]([CH3:33])[CH3:32])=[CH:26][CH:25]=3)=[CH:16][CH:15]=1)[O:9][CH2:8][CH2:7][CH:6]2[C:35]([O:37]C)=[O:36])#[N:2].[OH-].[Na+].